This data is from Forward reaction prediction with 1.9M reactions from USPTO patents (1976-2016). The task is: Predict the product of the given reaction. Given the reactants [Br:1][C:2]1[CH:3]=[CH:4][C:5]([OH:21])=[C:6]([C:8](=[O:20])[CH2:9][C:10]([C:12]2[CH:17]=[CH:16][C:15]([O:18][CH3:19])=[CH:14][CH:13]=2)=O)[CH:7]=1.S(=O)(=O)(O)O, predict the reaction product. The product is: [Br:1][C:2]1[CH:7]=[C:6]2[C:5](=[CH:4][CH:3]=1)[O:21][C:10]([C:12]1[CH:13]=[CH:14][C:15]([O:18][CH3:19])=[CH:16][CH:17]=1)=[CH:9][C:8]2=[O:20].